Dataset: TCR-epitope binding with 47,182 pairs between 192 epitopes and 23,139 TCRs. Task: Binary Classification. Given a T-cell receptor sequence (or CDR3 region) and an epitope sequence, predict whether binding occurs between them. The epitope is YEGNSPFHPL. The TCR CDR3 sequence is CASSLNYPDRGTQYF. Result: 1 (the TCR binds to the epitope).